The task is: Predict the reactants needed to synthesize the given product.. This data is from Full USPTO retrosynthesis dataset with 1.9M reactions from patents (1976-2016). (1) The reactants are: C1(C)C=CC=CC=1.[P:8]([O-:15])([O:12][CH2:13][CH3:14])[O:9][CH2:10][CH3:11].[CH2:16]=[O:17].[C:18]1([CH3:28])[CH:23]=[CH:22][C:21]([S:24](Cl)(=[O:26])=[O:25])=[CH:20][CH:19]=1. Given the product [C:18]1([CH3:28])[CH:23]=[CH:22][C:21]([S:24]([O:17][CH2:16][P:8](=[O:15])([O:12][CH2:13][CH3:14])[O:9][CH2:10][CH3:11])(=[O:26])=[O:25])=[CH:20][CH:19]=1, predict the reactants needed to synthesize it. (2) Given the product [N:19]1([CH:2]([C:4]2[S:8][C:7]([C:9]3[CH:10]=[CH:11][C:12](=[O:16])[N:13]([CH3:15])[CH:14]=3)=[CH:6][CH:5]=2)[CH3:3])[CH:18]=[CH:17][N:21]=[CH:20]1, predict the reactants needed to synthesize it. The reactants are: O[CH:2]([C:4]1[S:8][C:7]([C:9]2[CH:10]=[CH:11][C:12](=[O:16])[N:13]([CH3:15])[CH:14]=2)=[CH:6][CH:5]=1)[CH3:3].[CH:17]1[N:21]=[CH:20][N:19](C([N:19]2[CH:20]=[N:21][CH:17]=[CH:18]2)=O)[CH:18]=1. (3) Given the product [N:44]1([C:2]2[C:11]([C:12]3[CH:13]=[CH:14][CH:15]=[CH:16][CH:17]=3)=[C:10]([Cl:18])[C:9]3[C:4](=[CH:5][CH:6]=[C:7]([C:19]([C:31]4[N:35]([CH3:36])[CH:34]=[N:33][CH:32]=4)([C:21]4[CH:22]=[N:23][C:24]([C:27]([F:28])([F:30])[F:29])=[CH:25][CH:26]=4)[OH:20])[CH:8]=3)[N:3]=2)[CH2:47][CH2:46][CH2:45]1, predict the reactants needed to synthesize it. The reactants are: Cl[C:2]1[C:11]([C:12]2[CH:17]=[CH:16][CH:15]=[CH:14][CH:13]=2)=[C:10]([Cl:18])[C:9]2[C:4](=[CH:5][CH:6]=[C:7]([C:19]([C:31]3[N:35]([CH3:36])[CH:34]=[N:33][CH:32]=3)([C:21]3[CH:22]=[N:23][C:24]([C:27]([F:30])([F:29])[F:28])=[CH:25][CH:26]=3)[OH:20])[CH:8]=2)[N:3]=1.C(O)(C(F)(F)F)=O.[NH:44]1[CH2:47][CH2:46][CH2:45]1.CN(C)C=O. (4) Given the product [NH:24]1[CH:25]=[N:26][C:22]([C:19]2[CH:20]=[C:21]3[C:16](=[CH:17][CH:18]=2)[NH:15][N:14]=[C:13]3[C:9]2[CH:8]=[C:7]([NH:6][C:4](=[O:5])[CH2:3][N:2]([CH3:1])[CH3:52])[CH:12]=[CH:11][CH:10]=2)=[N:23]1, predict the reactants needed to synthesize it. The reactants are: [CH3:1][N:2]([CH3:52])[CH2:3][C:4]([NH:6][C:7]1[CH:12]=[CH:11][CH:10]=[C:9]([C:13]2[C:21]3[C:16](=[CH:17][CH:18]=[C:19]([C:22]4[N:26]=[CH:25][N:24](C(C5C=CC=CC=5)(C5C=CC=CC=5)C5C=CC=CC=5)[N:23]=4)[CH:20]=3)[N:15](C3CCCCO3)[N:14]=2)[CH:8]=1)=[O:5].